This data is from Catalyst prediction with 721,799 reactions and 888 catalyst types from USPTO. The task is: Predict which catalyst facilitates the given reaction. (1) Reactant: [O:1]1CCO[CH:2]1[CH2:6][N:7]1[CH2:12][CH2:11][O:10][C:9]2[CH:13]=[CH:14][CH:15]=[N:16][C:8]1=2.C1(C)C=CC(S(O)(=O)=O)=CC=1. Product: [O:10]1[CH2:11][CH2:12][N:7]([CH2:6][CH:2]=[O:1])[C:8]2[N:16]=[CH:15][CH:14]=[CH:13][C:9]1=2. The catalyst class is: 95. (2) Reactant: C[O:2][C:3]1[CH:8]=[CH:7][CH:6]=[CH:5][C:4]=1[S:9][CH2:10][CH2:11][CH2:12][CH2:13][CH2:14][C:15](O)=O.OC1C=CC=CC=1S.BrCCCCCC[CH2:33][CH2:34][CH2:35][C:36]([O:38]CC)=[O:37].[OH-].[K+].[OH-].[Na+]. Product: [OH:2][C:3]1[CH:8]=[CH:7][CH:6]=[CH:5][C:4]=1[S:9][CH2:10][CH2:11][CH2:12][CH2:13][CH2:14][CH2:15][CH2:33][CH2:34][CH2:35][C:36]([OH:38])=[O:37]. The catalyst class is: 97. (3) Reactant: [Br:1][C:2]1[CH:3]=[CH:4][C:5](F)=[C:6]([N+:8]([O-:10])=[O:9])[CH:7]=1.C(N(CC)CC)C.N[CH:20]1[CH2:25][CH2:24][O:23][CH2:22][CH2:21]1.C(O)C. Product: [Br:1][C:2]1[CH:3]=[CH:4][C:5]([CH:20]2[CH2:25][CH2:24][O:23][CH2:22][CH2:21]2)=[C:6]([N+:8]([O-:10])=[O:9])[CH:7]=1. The catalyst class is: 6. (4) Reactant: Br[C:2]1[CH:7]=[CH:6][C:5]([Br:8])=[CH:4][N:3]=1.[Na].[NH:10]1[CH:14]=[N:13][CH:12]=[N:11]1.C(OCC)(=O)C. Product: [N:10]1([C:2]2[CH:7]=[CH:6][C:5]([Br:8])=[CH:4][N:3]=2)[CH:14]=[N:13][CH:12]=[N:11]1. The catalyst class is: 9. (5) Reactant: [C:1]1([S:7]([C:10]2[CH:18]=[C:17]3[C:13]([CH:14]=[CH:15][N:16]3[Si](C(C)C)(C(C)C)C(C)C)=[CH:12][CH:11]=2)(=[O:9])=[O:8])[CH:6]=[CH:5][CH:4]=[CH:3][CH:2]=1.CCCC[N+](CCCC)(CCCC)CCCC.[F-].B(O)(O)O. Product: [C:1]1([S:7]([C:10]2[CH:18]=[C:17]3[C:13]([CH:14]=[CH:15][NH:16]3)=[CH:12][CH:11]=2)(=[O:9])=[O:8])[CH:2]=[CH:3][CH:4]=[CH:5][CH:6]=1. The catalyst class is: 20. (6) Reactant: C([O:8][C:9]([C@@H:11]1[CH2:15][C@H:14]([NH:16][C:17]([O:19][CH2:20][CH:21]2[C:33]3[CH:32]=[CH:31][CH:30]=[CH:29][C:28]=3[C:27]3[C:22]2=[CH:23][CH:24]=[CH:25][CH:26]=3)=[O:18])[CH2:13][N:12]1[C:34](=[O:56])[C@@H:35]([NH:42][C:43](=[O:55])[C@@H:44]([N:46]([C:48]([O:50][C:51]([CH3:54])([CH3:53])[CH3:52])=[O:49])[CH3:47])[CH3:45])[CH:36]1[CH2:41][CH2:40][CH2:39][CH2:38][CH2:37]1)=[O:10])C1C=CC=CC=1. Product: [C:51]([O:50][C:48]([N:46]([CH3:47])[C@@H:44]([CH3:45])[C:43]([NH:42][C@@H:35]([CH:36]1[CH2:41][CH2:40][CH2:39][CH2:38][CH2:37]1)[C:34]([N:12]1[CH2:13][C@@H:14]([NH:16][C:17]([O:19][CH2:20][CH:21]2[C:33]3[CH:32]=[CH:31][CH:30]=[CH:29][C:28]=3[C:27]3[C:22]2=[CH:23][CH:24]=[CH:25][CH:26]=3)=[O:18])[CH2:15][C@H:11]1[C:9]([OH:10])=[O:8])=[O:56])=[O:55])=[O:49])([CH3:54])([CH3:53])[CH3:52]. The catalyst class is: 19. (7) Reactant: Br[C:2]1[S:6][C:5]([C@@H:7]([OH:21])[C@@H:8]2[N:12]([CH3:13])[C:11](=[O:14])[CH2:10][C@@H:9]2[C:15]2[CH:20]=[CH:19][CH:18]=[CH:17][CH:16]=2)=[CH:4][CH:3]=1.[Cl:22][C:23]1[CH:24]=[C:25](B(O)O)[CH:26]=[CH:27][C:28]=1[F:29].C([O-])([O-])=O.[Na+].[Na+].C(Cl)Cl. Product: [Cl:22][C:23]1[CH:24]=[C:25]([C:2]2[S:6][C:5]([C@@H:7]([OH:21])[C@@H:8]3[N:12]([CH3:13])[C:11](=[O:14])[CH2:10][C@@H:9]3[C:15]3[CH:20]=[CH:19][CH:18]=[CH:17][CH:16]=3)=[CH:4][CH:3]=2)[CH:26]=[CH:27][C:28]=1[F:29]. The catalyst class is: 104.